Dataset: Reaction yield outcomes from USPTO patents with 853,638 reactions. Task: Predict the reaction yield, written as a fraction of the theoretical maximum amount of product (1.0 means a 100% yield; for example, 0.34 means a 34% yield). The reactants are [CH3:1][C:2]1([S:18]([C:21]2[CH:26]=[CH:25][CH:24]=[C:23]([C:27]([F:30])([F:29])[F:28])[CH:22]=2)(=[O:20])=[O:19])[CH2:7][CH2:6][O:5][CH:4]([C:8]2[CH:15]=[C:14](SC)[CH:13]=[CH:12][C:9]=2[C:10]#[N:11])[CH2:3]1.OO[S:33]([O-:35])=[O:34].[K+].[CH3:37]O. The catalyst is O. The product is [CH3:1][C:2]1([S:18]([C:21]2[CH:26]=[CH:25][CH:24]=[C:23]([C:27]([F:29])([F:30])[F:28])[CH:22]=2)(=[O:19])=[O:20])[CH2:7][CH2:6][O:5][CH:4]([C:8]2[CH:15]=[C:14]([S:33]([CH3:37])(=[O:35])=[O:34])[CH:13]=[CH:12][C:9]=2[C:10]#[N:11])[CH2:3]1. The yield is 0.570.